From a dataset of Full USPTO retrosynthesis dataset with 1.9M reactions from patents (1976-2016). Predict the reactants needed to synthesize the given product. (1) Given the product [Cl:22][C:5]1[C:6]([NH:8][C:9]2[CH:14]=[CH:13][C:12]([O:15][CH3:16])=[CH:11][C:10]=2[NH:17][S:18]([CH3:21])(=[O:20])=[O:19])=[N:7][C:2]([NH:26][C:25]2[CH:27]=[CH:28][C:29]([O:31][CH3:32])=[CH:30][C:24]=2[CH3:23])=[N:3][CH:4]=1, predict the reactants needed to synthesize it. The reactants are: Cl[C:2]1[N:7]=[C:6]([NH:8][C:9]2[CH:14]=[CH:13][C:12]([O:15][CH3:16])=[CH:11][C:10]=2[NH:17][S:18]([CH3:21])(=[O:20])=[O:19])[C:5]([Cl:22])=[CH:4][N:3]=1.[CH3:23][C:24]1[CH:30]=[C:29]([O:31][CH3:32])[CH:28]=[CH:27][C:25]=1[NH2:26]. (2) Given the product [CH3:9][O:8][C:5]1[N:6]=[CH:7][C:2]([NH:1][C:17](=[O:18])[O:19][C:20]2[CH:25]=[CH:24][CH:23]=[CH:22][CH:21]=2)=[N:3][CH:4]=1, predict the reactants needed to synthesize it. The reactants are: [NH2:1][C:2]1[CH:7]=[N:6][C:5]([O:8][CH3:9])=[CH:4][N:3]=1.N1C=CC=CC=1.Cl[C:17]([O:19][C:20]1[CH:25]=[CH:24][CH:23]=[CH:22][CH:21]=1)=[O:18].C(OCC)(=O)C. (3) Given the product [CH2:1]([C:3]1[C:4]([NH:25][CH2:26][C@@H:27]([C:40]([OH:42])=[O:41])[NH:28][S:29]([C:32]2[CH:33]=[CH:34][C:35]([O:38][CH3:39])=[CH:36][CH:37]=2)(=[O:30])=[O:31])=[N:5][CH:6]=[N:7][C:8]=1[N:9]1[CH2:14][CH2:13][CH:12]([C:15]2[N:24]=[C:23]3[C:18]([CH2:19][CH2:20][CH2:21][NH:22]3)=[CH:17][CH:16]=2)[CH2:11][CH2:10]1)[CH3:2], predict the reactants needed to synthesize it. The reactants are: [CH2:1]([C:3]1[C:4]([NH:25][CH2:26][C@@H:27]([C:40]([O:42]C(C)(C)C)=[O:41])[NH:28][S:29]([C:32]2[CH:37]=[CH:36][C:35]([O:38][CH3:39])=[CH:34][CH:33]=2)(=[O:31])=[O:30])=[N:5][CH:6]=[N:7][C:8]=1[N:9]1[CH2:14][CH2:13][CH:12]([C:15]2[N:24]=[C:23]3[C:18]([CH2:19][CH2:20][CH2:21][NH:22]3)=[CH:17][CH:16]=2)[CH2:11][CH2:10]1)[CH3:2].FC(F)(F)C(O)=O.ClCCl.CO.O.C(O)(=O)C.C1(C)C=CC=CC=1. (4) Given the product [Si:32]([O:31][CH2:30][C@@H:21]([O:20][Si:13]([C:16]([CH3:19])([CH3:17])[CH3:18])([CH3:15])[CH3:14])[C@@H:22]([NH:23][S@:24]([C:26]([CH3:27])([CH3:28])[CH3:29])=[O:25])[CH:1]=[CH2:2])([C:35]([CH3:38])([CH3:37])[CH3:36])([CH3:33])[CH3:34].[Si:32]([O:31][CH2:30][C@@H:21]([O:20][Si:13]([C:16]([CH3:19])([CH3:17])[CH3:18])([CH3:15])[CH3:14])[C@H:22]([NH:23][S@:24]([C:26]([CH3:27])([CH3:28])[CH3:29])=[O:25])[CH:8]=[CH2:9])([C:35]([CH3:38])([CH3:37])[CH3:36])([CH3:33])[CH3:34], predict the reactants needed to synthesize it. The reactants are: [CH:1]([Mg]Br)=[CH2:2].CN([CH2:8][CH2:9]N(C)C)C.[Si:13]([O:20][C@H:21]([CH2:30][O:31][Si:32]([C:35]([CH3:38])([CH3:37])[CH3:36])([CH3:34])[CH3:33])/[CH:22]=[N:23]\[S@:24]([C:26]([CH3:29])([CH3:28])[CH3:27])=[O:25])([C:16]([CH3:19])([CH3:18])[CH3:17])([CH3:15])[CH3:14]. (5) Given the product [F:1][C:2]1[CH:3]=[C:4]([C:9]2[CH2:13][CH:12]([CH2:14][O:15][C:16]3[CH:20]=[CH:19][O:18][N:17]=3)[O:11][N:10]=2)[CH:5]=[CH:6][C:7]=1[N:21]1[CH:25]=[N:24][CH:23]=[N:22]1, predict the reactants needed to synthesize it. The reactants are: [F:1][C:2]1[CH:3]=[C:4]([C:9]2[CH2:13][CH:12]([CH2:14][O:15][C:16]3[CH:20]=[CH:19][O:18][N:17]=3)[O:11][N:10]=2)[CH:5]=[CH:6][C:7]=1F.[NH:21]1[CH:25]=[N:24][CH:23]=[N:22]1. (6) Given the product [Cl:15][C:16]1[CH:17]=[CH:18][C:19]([O:28][CH2:29][CH:30]([CH3:32])[CH3:31])=[C:20]([C:22]([F:27])([F:26])[C:23](=[S:2])[NH2:25])[CH:21]=1, predict the reactants needed to synthesize it. The reactants are: P12(SP3(SP(SP(S3)(S1)=S)(=S)S2)=S)=[S:2].[Cl:15][C:16]1[CH:17]=[CH:18][C:19]([O:28][CH2:29][CH:30]([CH3:32])[CH3:31])=[C:20]([C:22]([F:27])([F:26])[C:23]([NH2:25])=O)[CH:21]=1. (7) Given the product [Si:39]([O:38][C@H:31]([C:32]1[CH:33]=[N:34][CH:35]=[CH:36][CH:37]=1)[CH2:30][N:22]([CH2:21][C@@H:16]1[CH2:15][CH2:14][C:13]2[C:18](=[CH:19][CH:20]=[C:11]([C:7]3[CH:8]=[CH:9][CH:10]=[C:5]([S:2]([NH:1][C:49](=[O:50])[CH2:48][O:47][CH3:46])(=[O:4])=[O:3])[CH:6]=3)[CH:12]=2)[O:17]1)[C:23](=[O:29])[O:24][C:25]([CH3:26])([CH3:27])[CH3:28])([C:42]([CH3:45])([CH3:44])[CH3:43])([CH3:40])[CH3:41], predict the reactants needed to synthesize it. The reactants are: [NH2:1][S:2]([C:5]1[CH:6]=[C:7]([C:11]2[CH:12]=[C:13]3[C:18](=[CH:19][CH:20]=2)[O:17][C@H:16]([CH2:21][N:22]([CH2:30][C@H:31]([O:38][Si:39]([C:42]([CH3:45])([CH3:44])[CH3:43])([CH3:41])[CH3:40])[C:32]2[CH:33]=[N:34][CH:35]=[CH:36][CH:37]=2)[C:23](=[O:29])[O:24][C:25]([CH3:28])([CH3:27])[CH3:26])[CH2:15][CH2:14]3)[CH:8]=[CH:9][CH:10]=1)(=[O:4])=[O:3].[CH3:46][O:47][CH2:48][C:49](O)=[O:50].CCN=C=NCCCN(C)C. (8) Given the product [Cl:1][C:2]1[CH:23]=[CH:22][CH:21]=[C:20]([Cl:24])[C:3]=1[C:4]([NH:6][C@H:7]([C:16]([O:18][CH3:19])=[O:17])[CH2:8][C:9]1[CH:10]=[CH:11][C:12]([O:15][CH2:26][CH2:27][C:28]2[CH:29]=[CH:30][C:31]3[N:36]([CH3:37])[CH2:35][CH2:34][N:33]([C:38]([O:40][C:41]([CH3:44])([CH3:43])[CH3:42])=[O:39])[C:32]=3[N:45]=2)=[CH:13][CH:14]=1)=[O:5], predict the reactants needed to synthesize it. The reactants are: [Cl:1][C:2]1[CH:23]=[CH:22][CH:21]=[C:20]([Cl:24])[C:3]=1[C:4]([NH:6][C@H:7]([C:16]([O:18][CH3:19])=[O:17])[CH2:8][C:9]1[CH:14]=[CH:13][C:12]([OH:15])=[CH:11][CH:10]=1)=[O:5].O[CH2:26][CH2:27][C:28]1[CH:29]=[CH:30][C:31]2[N:36]([CH3:37])[CH2:35][CH2:34][N:33]([C:38]([O:40][C:41]([CH3:44])([CH3:43])[CH3:42])=[O:39])[C:32]=2[N:45]=1.C1(P(C2C=CC=CC=2)C2C=CC=CC=2)C=CC=CC=1. (9) The reactants are: [CH2:1]([C:4]1([C:17](=[O:26])[NH:18][C:19]2[CH:24]=[CH:23][CH:22]=[C:21]([Cl:25])[CH:20]=2)[CH2:9][CH2:8][N:7](C(OC(C)(C)C)=O)[CH2:6][CH2:5]1)[CH:2]=[CH2:3].Cl.O1CCOCC1. Given the product [CH2:1]([C:4]1([C:17]([NH:18][C:19]2[CH:24]=[CH:23][CH:22]=[C:21]([Cl:25])[CH:20]=2)=[O:26])[CH2:9][CH2:8][NH:7][CH2:6][CH2:5]1)[CH:2]=[CH2:3], predict the reactants needed to synthesize it.